This data is from Caco-2 cell permeability data measuring drug intestinal absorption for ~900 compounds. The task is: Regression/Classification. Given a drug SMILES string, predict its absorption, distribution, metabolism, or excretion properties. Task type varies by dataset: regression for continuous measurements (e.g., permeability, clearance, half-life) or binary classification for categorical outcomes (e.g., BBB penetration, CYP inhibition). For this dataset (caco2_wang), we predict Y. (1) The compound is C[C@@H](O)[C@@H]1NC(=O)[C@H](CCCCN)NC(=O)[C@@H](Cc2c[nH]c3ccccc23)NC(=O)[C@H](Cc2ccccc2)NC(=O)[C@@H]2CCCN2C(=O)[C@H](Cc2ccccc2)N(C)C1=O. The Y is -6.30 log Papp (cm/s). (2) The compound is O=C(O)COc1ccc(C(=O)CN2CCN(C3CCNCC3)CC2=O)cc1. The Y is -6.12 log Papp (cm/s). (3) The drug is CO[C@H]1C[C@@H]2CC[C@@H](C)[C@@](O)(O2)C(=O)C(=O)N2CCCC[C@H]2C(=O)O[C@H]([C@H](C)C[C@@H]2CC[C@@H](O)[C@H](OC)C2)CC(=O)[C@H](C)/C=C(\C)[C@@H](O)[C@@H](OC)C(=O)[C@H](C)C[C@H](C)/C=C/C=C/C=C/1C. The Y is -4.96 log Papp (cm/s). (4) The molecule is O=c1cc(-c2ccc(O)cc2)oc2cc([O-])c(C3OC(CO)C(O)C(O)C3O)c(O)c12. The Y is -6.20 log Papp (cm/s).